This data is from Retrosynthesis with 50K atom-mapped reactions and 10 reaction types from USPTO. The task is: Predict the reactants needed to synthesize the given product. (1) The reactants are: CC(C)(C)OC(=O)OC(=O)OC(C)(C)C.CC(N)CCO. Given the product CC(CCO)NC(=O)OC(C)(C)C, predict the reactants needed to synthesize it. (2) Given the product Cc1onc(-c2ccccn2)c1COc1ccc(C(=O)NN2CCOCC2)nc1, predict the reactants needed to synthesize it. The reactants are: Cc1onc(-c2ccccn2)c1COc1ccc(C(=O)O)nc1.NN1CCOCC1. (3) The reactants are: COc1cc([N+](=O)[O-])cc2c(Nc3ccc(F)c(Cl)c3)c(C#N)cnc12. Given the product N#Cc1cnc2c(O)cc([N+](=O)[O-])cc2c1Nc1ccc(F)c(Cl)c1, predict the reactants needed to synthesize it.